This data is from Full USPTO retrosynthesis dataset with 1.9M reactions from patents (1976-2016). The task is: Predict the reactants needed to synthesize the given product. Given the product [CH3:2][CH2:3][CH2:4][CH:5]([CH3:20])[CH3:6].[F:19][C:16]([F:17])([F:18])[C:13]1[CH:14]=[CH:15][C:8]([O:7][CH2:6][C:5]2[CH:4]=[CH:3][C:2]([F:1])=[CH:21][CH:20]=2)=[C:9]([C:10](=[O:11])[CH2:26][CH2:25][C:23](=[O:24])[CH3:22])[CH:12]=1, predict the reactants needed to synthesize it. The reactants are: [F:1][C:2]1[CH:21]=[CH:20][C:5]([CH2:6][O:7][C:8]2[CH:15]=[CH:14][C:13]([C:16]([F:19])([F:18])[F:17])=[CH:12][C:9]=2[CH:10]=[O:11])=[CH:4][CH:3]=1.[CH3:22][C:23]([CH:25]=[CH2:26])=[O:24].CCN(CC)CC.